This data is from CYP2D6 inhibition data for predicting drug metabolism from PubChem BioAssay. The task is: Regression/Classification. Given a drug SMILES string, predict its absorption, distribution, metabolism, or excretion properties. Task type varies by dataset: regression for continuous measurements (e.g., permeability, clearance, half-life) or binary classification for categorical outcomes (e.g., BBB penetration, CYP inhibition). Dataset: cyp2d6_veith. (1) The result is 0 (non-inhibitor). The drug is Cc1oc(-c2ccccc2Cl)nc1CSCC(=O)NC1CC1. (2) The molecule is C/C(=N/NS(=O)(=O)c1ccc(C)cc1)P(=O)(O)O. The result is 0 (non-inhibitor). (3) The compound is COC(=O)[C@@]1(Cc2ccc(F)cc2)[C@H]2c3cc(C(=O)N4CCCC4)n(CCc4c[nH]c5ccccc45)c3C[C@H]2CN1C(=O)c1ccccc1. The result is 0 (non-inhibitor). (4) The result is 0 (non-inhibitor). The drug is COc1ccc(-c2cn3c(C)c(C(=O)NCCN4CCOCC4)sc3n2)cc1. (5) The drug is Cc1ccc(CSc2nnc(-c3ccncc3)n2CC2CCCO2)cc1. The result is 0 (non-inhibitor). (6) The compound is CCC(COC(=O)NC)NC(=O)Oc1ccccc1. The result is 0 (non-inhibitor).